Dataset: Reaction yield outcomes from USPTO patents with 853,638 reactions. Task: Predict the reaction yield, written as a fraction of the theoretical maximum amount of product (1.0 means a 100% yield; for example, 0.34 means a 34% yield). (1) The reactants are [N:1]1[CH:6]=[CH:5][C:4]([CH2:7][NH:8][C:9]([C:11]2[CH:15]=[C:14](Br)[N:13]([CH3:17])[N:12]=2)=[O:10])=[CH:3][CH:2]=1.C(OC([N:25]1[C:33]2[C:28](=[CH:29][C:30](B3OC(C)(C)C(C)(C)O3)=[CH:31][CH:32]=2)[CH:27]=[C:26]1[C:43]1[O:47][N:46]=[C:45]([CH3:48])[N:44]=1)=O)(C)(C)C.C([O-])([O-])=O.[Na+].[Na+]. The catalyst is CN(C)C=O.C(OCC)(=O)C. The product is [N:1]1[CH:6]=[CH:5][C:4]([CH2:7][NH:8][C:9]([C:11]2[CH:15]=[C:14]([C:30]3[CH:29]=[C:28]4[C:33](=[CH:32][CH:31]=3)[NH:25][C:26]([C:43]3[O:47][N:46]=[C:45]([CH3:48])[N:44]=3)=[CH:27]4)[N:13]([CH3:17])[N:12]=2)=[O:10])=[CH:3][CH:2]=1. The yield is 0.160. (2) The reactants are [CH3:1][O:2][C:3]([C:5]1[CH:6]=[CH:7][C:8]([CH3:22])=[C:9]([N:11]2[C:16]([CH3:17])=[CH:15][C:14]([C:18](O)=[O:19])=[CH:13][C:12]2=[O:21])[CH:10]=1)=[O:4].C(N(CC)CC)C.ClC(OCC)=O.[BH4-].[Na+]. The catalyst is C1COCC1.O. The product is [CH3:1][O:2][C:3](=[O:4])[C:5]1[CH:6]=[CH:7][C:8]([CH3:22])=[C:9]([N:11]2[C:16]([CH3:17])=[CH:15][C:14]([CH2:18][OH:19])=[CH:13][C:12]2=[O:21])[CH:10]=1. The yield is 0.800. (3) The yield is 1.00. The reactants are [CH3:1][O:2][C:3](=[O:19])[C:4]1[CH:9]=[C:8]([CH2:10][CH2:11][CH:12]=[CH:13][CH3:14])[C:7]([O:15][CH3:16])=[C:6]([O:17][CH3:18])[CH:5]=1. The product is [CH3:1][O:2][C:3](=[O:19])[C:4]1[CH:9]=[C:8]([CH2:10][CH2:11][CH2:12][CH2:13][CH3:14])[C:7]([O:15][CH3:16])=[C:6]([O:17][CH3:18])[CH:5]=1. The catalyst is CCOC(C)=O. (4) The reactants are [NH:1]1[CH2:6][CH2:5][CH:4]([NH:7][C:8](=[O:14])[O:9][C:10]([CH3:13])([CH3:12])[CH3:11])[CH2:3][CH2:2]1.Br[C:16]([CH3:23])([CH3:22])[C:17]([O:19][CH2:20][CH3:21])=[O:18].C(=O)([O-])[O-].[K+].[K+]. The yield is 0.410. The catalyst is C(#N)C. The product is [C:10]([O:9][C:8]([NH:7][CH:4]1[CH2:3][CH2:2][N:1]([C:16]([CH3:23])([CH3:22])[C:17]([O:19][CH2:20][CH3:21])=[O:18])[CH2:6][CH2:5]1)=[O:14])([CH3:11])([CH3:13])[CH3:12]. (5) The reactants are [F:1][C:2]([F:16])([F:15])[C:3]1[CH:14]=[CH:13][C:6]([CH2:7][CH:8]([C:11]#[N:12])[C:9]#[N:10])=[CH:5][CH:4]=1.[H-].[Na+].Br[CH2:20][CH:21]1[CH2:24][CH2:23][CH2:22]1. The catalyst is CN(C)C=O. The product is [CH:21]1([CH2:20][C:8]([CH2:7][C:6]2[CH:5]=[CH:4][C:3]([C:2]([F:15])([F:16])[F:1])=[CH:14][CH:13]=2)([C:11]#[N:12])[C:9]#[N:10])[CH2:24][CH2:23][CH2:22]1. The yield is 0.250. (6) The reactants are [OH:1][C@H:2]1[CH2:6][N:5]([C:7](=[O:26])[C@@H:8]([NH:18][C:19](=[O:25])[O:20][C:21]([CH3:24])([CH3:23])[CH3:22])[C@H:9]([CH3:17])[CH2:10][CH:11]([CH3:16])[CH2:12][CH2:13][CH:14]=[CH2:15])[C@H:4]([C:27](=[O:44])[NH:28][C@:29]2([C:34](=[O:43])[NH:35][S:36]([C:39]3([CH3:42])[CH2:41][CH2:40]3)(=[O:38])=[O:37])[CH2:31][C@H:30]2C=C)[CH2:3]1. The catalyst is ClCCCl.Cl[Ru](Cl)=CC1C=CC=CC=1OC(C)C. The product is [OH:1][C@H:2]1[CH2:6][N:5]2[C:7](=[O:26])[C@@H:8]([NH:18][C:19](=[O:25])[O:20][C:21]([CH3:23])([CH3:22])[CH3:24])[C@H:9]([CH3:17])[CH2:10][CH:11]([CH3:16])[CH2:12][CH2:13][CH:14]=[CH:15][C@@H:30]3[CH2:31][C@@:29]3([C:34](=[O:43])[NH:35][S:36]([C:39]3([CH3:42])[CH2:40][CH2:41]3)(=[O:37])=[O:38])[NH:28][C:27](=[O:44])[C@@H:4]2[CH2:3]1. The yield is 0.700.